From a dataset of Peptide-MHC class I binding affinity with 185,985 pairs from IEDB/IMGT. Regression. Given a peptide amino acid sequence and an MHC pseudo amino acid sequence, predict their binding affinity value. This is MHC class I binding data. (1) The peptide sequence is ILDNQGRVV. The MHC is HLA-A69:01 with pseudo-sequence HLA-A69:01. The binding affinity (normalized) is 0.0847. (2) The peptide sequence is QPAGGKAEF. The MHC is HLA-A25:01 with pseudo-sequence HLA-A25:01. The binding affinity (normalized) is 0.0847. (3) The peptide sequence is YQKVGMQKY. The MHC is HLA-B40:01 with pseudo-sequence HLA-B40:01. The binding affinity (normalized) is 0.0847. (4) The peptide sequence is TLYCVHQGI. The MHC is HLA-A30:02 with pseudo-sequence HLA-A30:02. The binding affinity (normalized) is 0.206. (5) The peptide sequence is FVNYDFTIV. The MHC is HLA-A02:01 with pseudo-sequence HLA-A02:01. The binding affinity (normalized) is 0.599. (6) The peptide sequence is VVDPDDGSY. The MHC is HLA-A01:01 with pseudo-sequence HLA-A01:01. The binding affinity (normalized) is 0.0116.